From a dataset of Peptide-MHC class I binding affinity with 185,985 pairs from IEDB/IMGT. Regression. Given a peptide amino acid sequence and an MHC pseudo amino acid sequence, predict their binding affinity value. This is MHC class I binding data. The peptide sequence is HTNHSDISM. The binding affinity (normalized) is 0.700. The MHC is HLA-A68:02 with pseudo-sequence HLA-A68:02.